Dataset: Full USPTO retrosynthesis dataset with 1.9M reactions from patents (1976-2016). Task: Predict the reactants needed to synthesize the given product. (1) Given the product [CH:9](/[C:10]1[CH:11]=[CH:12][C:13]([C:14]([O:16][CH3:17])=[O:15])=[CH:18][CH:19]=1)=[CH:20]\[CH2:21][CH3:22], predict the reactants needed to synthesize it. The reactants are: [H-].[Na+].C(P([CH2:9][C:10]1[CH:19]=[CH:18][C:13]([C:14]([O:16][CH3:17])=[O:15])=[CH:12][CH:11]=1)(CC)=O)C.[CH:20](=O)[CH2:21][CH3:22].[Cl-].[NH4+]. (2) The reactants are: [Cl:1][C:2]1[C:7]([CH:8]=O)=[C:6](Cl)[CH:5]=[C:4]([Cl:11])[N:3]=1.O.[NH2:13][NH2:14]. Given the product [Cl:1][C:2]1[C:7]2[CH:8]=[N:13][NH:14][C:6]=2[CH:5]=[C:4]([Cl:11])[N:3]=1, predict the reactants needed to synthesize it. (3) Given the product [C:41]([O:40][C:38]([N:35]1[CH2:34][CH2:33][N:32]([C:30]([C:12]2[N:9]3[N:10]=[CH:11][C:6]([C:4]([OH:5])=[O:3])=[CH:7][C:8]3=[C:14]([C:15]3[CH:16]=[CH:17][CH:18]=[CH:19][CH:20]=3)[C:13]=2[CH2:21][C:22]2[CH:27]=[CH:26][CH:25]=[C:24]([F:28])[C:23]=2[CH3:29])=[O:31])[CH2:37][CH2:36]1)=[O:39])([CH3:44])([CH3:43])[CH3:42], predict the reactants needed to synthesize it. The reactants are: C([O:3][C:4]([C:6]1[CH:11]=[N:10][N:9]2[C:12]([C:30]([N:32]3[CH2:37][CH2:36][N:35]([C:38]([O:40][C:41]([CH3:44])([CH3:43])[CH3:42])=[O:39])[CH2:34][CH2:33]3)=[O:31])=[C:13]([CH2:21][C:22]3[CH:27]=[CH:26][CH:25]=[C:24]([F:28])[C:23]=3[CH3:29])[C:14]([C:15]3[CH:20]=[CH:19][CH:18]=[CH:17][CH:16]=3)=[C:8]2[CH:7]=1)=[O:5])C.[OH-].[Li+]. (4) Given the product [Cl:1][C:2]1[CH:7]=[CH:6][C:5]([C:8]2[C:13]([C:14]([NH:44][CH2:43][C:42]([F:46])([F:45])[F:41])=[O:16])=[CH:12][N:11]=[CH:10][CH:9]=2)=[C:4]([F:17])[CH:3]=1, predict the reactants needed to synthesize it. The reactants are: [Cl:1][C:2]1[CH:7]=[CH:6][C:5]([C:8]2[C:13]([C:14]([OH:16])=O)=[CH:12][N:11]=[CH:10][CH:9]=2)=[C:4]([F:17])[CH:3]=1.C1C=CC2N(O)N=NC=2C=1.CCN(C(C)C)C(C)C.C(Cl)CCl.[F:41][C:42]([F:46])([F:45])[CH2:43][NH2:44]. (5) Given the product [CH2:58]([O:65][C:42]1[CH:57]=[CH:56][C:45]2[C@H:46]3[CH2:54][N:53]([CH3:55])[CH2:52][C@@H:47]3[CH2:48][NH:49][C:50](=[O:51])[C:44]=2[CH:43]=1)[C:59]1[CH:64]=[CH:63][CH:62]=[CH:61][CH:60]=1, predict the reactants needed to synthesize it. The reactants are: C(P(C(C)(C)C)C1C(C)=C(C)C(C)=C(C)C=1C1C(C(C)C)=CC(C(C)C)=CC=1C(C)C)(C)(C)C.C(=O)([O-])[O-].[Cs+].[Cs+].Cl[C:42]1[CH:57]=[CH:56][C:45]2[C@H:46]3[CH2:54][N:53]([CH3:55])[CH2:52][C@@H:47]3[CH2:48][NH:49][C:50](=[O:51])[C:44]=2[CH:43]=1.[CH2:58]([OH:65])[C:59]1[CH:64]=[CH:63][CH:62]=[CH:61][CH:60]=1.[OH-].[K+]. (6) Given the product [Cl:1][C:2]1[CH:7]=[CH:6][CH:5]=[C:4]([NH2:8])[C:3]=1[NH2:9], predict the reactants needed to synthesize it. The reactants are: [Cl:1][C:2]1[C:3]([N+:9]([O-])=O)=[C:4]([NH2:8])[CH:5]=[CH:6][CH:7]=1.[NH4+].[Cl-].CC(C)=O. (7) Given the product [N:1]1([C:10]2[N:18]=[C:17]([NH:20][CH2:21][CH:22]3[CH2:27][CH2:26][O:25][CH2:24][CH2:23]3)[N:16]=[C:15]3[C:11]=2[N:12]=[CH:13][NH:14]3)[C:5]2[CH:6]=[CH:7][CH:8]=[CH:9][C:4]=2[N:3]=[CH:2]1, predict the reactants needed to synthesize it. The reactants are: [N:1]1([C:10]2[N:18]=[C:17](Cl)[N:16]=[C:15]3[C:11]=2[N:12]=[CH:13][NH:14]3)[C:5]2[CH:6]=[CH:7][CH:8]=[CH:9][C:4]=2[N:3]=[CH:2]1.[NH2:20][CH2:21][CH:22]1[CH2:27][CH2:26][O:25][CH2:24][CH2:23]1. (8) Given the product [CH3:1][C:2]1[CH:7]=[C:6]([C:8]([OH:17])([C:13]([F:14])([F:15])[F:16])[C:9]([F:12])([F:11])[F:10])[CH:5]=[C:4]([CH3:18])[C:3]=1[NH:19][C:20](=[O:30])[C:21]1[CH:26]=[CH:25][CH:24]=[C:23]([NH2:27])[CH:22]=1, predict the reactants needed to synthesize it. The reactants are: [CH3:1][C:2]1[CH:7]=[C:6]([C:8]([OH:17])([C:13]([F:16])([F:15])[F:14])[C:9]([F:12])([F:11])[F:10])[CH:5]=[C:4]([CH3:18])[C:3]=1[NH:19][C:20](=[O:30])[C:21]1[CH:26]=[CH:25][CH:24]=[C:23]([N+:27]([O-])=O)[CH:22]=1.[H][H]. (9) Given the product [N:25]([C@H:8]([C:4]1[CH:5]=[N:6][CH:7]=[C:2]([Br:1])[CH:3]=1)[CH3:9])=[N+:26]=[N-:27], predict the reactants needed to synthesize it. The reactants are: [Br:1][C:2]1[CH:3]=[C:4]([C@H:8](O)[CH3:9])[CH:5]=[N:6][CH:7]=1.C1(P([N:25]=[N+:26]=[N-:27])(C2C=CC=CC=2)=O)C=CC=CC=1.N12CCCN=C1CCCCC2.